Dataset: Forward reaction prediction with 1.9M reactions from USPTO patents (1976-2016). Task: Predict the product of the given reaction. (1) Given the reactants [C:1]1(=[O:7])[O:6][C:4](=[O:5])[CH2:3][CH2:2]1.O[NH:9][C:10](=[NH:19])[C:11]1[CH:16]=[CH:15][C:14]([S:17][CH3:18])=[CH:13][CH:12]=1, predict the reaction product. The product is: [CH3:18][S:17][C:14]1[CH:13]=[CH:12][C:11]([C:10]2[N:9]=[C:1]([CH2:2][CH2:3][C:4]([OH:6])=[O:5])[O:7][N:19]=2)=[CH:16][CH:15]=1. (2) The product is: [Cl-:1].[C:2]([NH+:6]1[CH2:10][C@@H:9]([C:11]2[CH:16]=[CH:15][C:14]([F:17])=[CH:13][C:12]=2[F:18])[C@@H:8]([C:19]([N:21]2[CH:26]3[CH2:27][CH2:28][CH:22]2[CH2:23][C:24]([CH:32]2[CH2:33][CH2:34][CH2:35][CH2:36][CH2:37]2)([CH2:29][S:30]([CH3:31])=[O:41])[CH2:25]3)=[O:20])[CH2:7]1)([CH3:5])([CH3:3])[CH3:4]. Given the reactants [Cl-:1].[C:2]([NH+:6]1[CH2:10][C@@H:9]([C:11]2[CH:16]=[CH:15][C:14]([F:17])=[CH:13][C:12]=2[F:18])[C@@H:8]([C:19]([N:21]2[CH:26]3[CH2:27][CH2:28][CH:22]2[CH2:23][C:24]([CH:32]2[CH2:37][CH2:36][CH2:35][CH2:34][CH2:33]2)([CH2:29][S:30][CH3:31])[CH2:25]3)=[O:20])[CH2:7]1)([CH3:5])([CH3:4])[CH3:3].Cl.C([OH:41])C, predict the reaction product. (3) Given the reactants [CH2:1]([C:3]1[CH:8]=[CH:7][C:6]([C:9]2[C:13]([CH2:14][OH:15])=[C:12]([C:16]([F:22])([F:21])[C:17]([F:20])([F:19])[F:18])[S:11][N:10]=2)=[CH:5][CH:4]=1)[CH3:2].[CH3:23][S:24](Cl)(=[O:26])=[O:25].C(N(CC)CC)C, predict the reaction product. The product is: [CH3:23][S:24]([O:15][CH2:14][C:13]1[C:9]([C:6]2[CH:5]=[CH:4][C:3]([CH2:1][CH3:2])=[CH:8][CH:7]=2)=[N:10][S:11][C:12]=1[C:16]([F:22])([F:21])[C:17]([F:18])([F:19])[F:20])(=[O:26])=[O:25]. (4) Given the reactants C(N(CC)CC)C.F[P-](F)(F)(F)(F)F.[N:15]1(O[P+](N(C)C)(N(C)C)N(C)C)[C:19]2[CH:20]=[CH:21][CH:22]=[CH:23][C:18]=2[N:17]=N1.[C:35]([O:38][C:39]1[CH:40]=[C:41]([CH:45]=[CH:46][CH:47]=1)[C:42]([OH:44])=O)(=[O:37])[CH3:36].NCC1C=CC=CN=1, predict the reaction product. The product is: [C:35]([O:38][C:39]1[CH:47]=[CH:46][CH:45]=[C:41]([C:42]([NH:17][CH2:18][C:23]2[CH:22]=[CH:21][CH:20]=[CH:19][N:15]=2)=[O:44])[CH:40]=1)(=[O:37])[CH3:36]. (5) Given the reactants C([O:3][C:4]([C@@H:6]1[C@@H:8]([C:9](=[O:27])[NH:10][C@@H:11]([CH2:21][C:22]2[NH:26][CH:25]=[N:24][CH:23]=2)[C:12](=[O:20])[NH:13][C:14]2[CH:19]=[CH:18][CH:17]=[CH:16][CH:15]=2)[O:7]1)=[O:5])C.[Li+].[OH-], predict the reaction product. The product is: [NH:24]1[CH:23]=[C:22]([CH2:21][C@H:11]([NH:10][C:9]([C@H:8]2[O:7][C@@H:6]2[C:4]([OH:5])=[O:3])=[O:27])[C:12](=[O:20])[NH:13][C:14]2[CH:19]=[CH:18][CH:17]=[CH:16][CH:15]=2)[N:26]=[CH:25]1.